This data is from Full USPTO retrosynthesis dataset with 1.9M reactions from patents (1976-2016). The task is: Predict the reactants needed to synthesize the given product. (1) Given the product [Br:1][C:2]1[CH:3]=[N:4][N:5]([CH:18]([CH3:20])[CH3:19])[C:6]=1[C:7]1[CH:12]=[C:11]([NH2:13])[CH:10]=[CH:9][C:8]=1[O:16][CH3:17], predict the reactants needed to synthesize it. The reactants are: [Br:1][C:2]1[CH:3]=[N:4][N:5]([CH:18]([CH3:20])[CH3:19])[C:6]=1[C:7]1[CH:12]=[C:11]([N+:13]([O-])=O)[CH:10]=[CH:9][C:8]=1[O:16][CH3:17].Cl[Sn]Cl. (2) The reactants are: [CH3:1][O:2][C:3](=[O:18])[C:4]1[CH:9]=[CH:8][CH:7]=[C:6]([C:10]2[N:11]=[C:12]([CH3:17])[S:13][C:14]=2[CH2:15]Br)[CH:5]=1.CC([O-])=[O:21].[K+].CO. Given the product [CH3:1][O:2][C:3](=[O:18])[C:4]1[CH:9]=[CH:8][CH:7]=[C:6]([C:10]2[N:11]=[C:12]([CH3:17])[S:13][C:14]=2[CH2:15][OH:21])[CH:5]=1, predict the reactants needed to synthesize it. (3) Given the product [ClH:22].[Cl:22][C:19]1[N:20]=[CH:21][C:16]([CH2:15][N:1]2[C:9]3[C:4](=[N:5][CH:6]=[CH:7][CH:8]=3)[C:3]([C:10]([OH:12])=[O:11])=[CH:2]2)=[CH:17][CH:18]=1, predict the reactants needed to synthesize it. The reactants are: [NH:1]1[C:9]2[C:4](=[N:5][CH:6]=[CH:7][CH:8]=2)[C:3]([C:10]([O:12]C)=[O:11])=[CH:2]1.Br[CH2:15][C:16]1[CH:17]=[CH:18][C:19]([Cl:22])=[N:20][CH:21]=1.[OH-].[Li+]. (4) The reactants are: [Cl-].[CH3:2][C@@H:3]1[O:11][C:10](=[O:12])[C@@H:9]([NH3+:13])[CH2:8][CH2:7][CH2:6][C@H:5]([CH2:14][C:15]2[CH:20]=[CH:19][C:18]([CH3:21])=[CH:17][CH:16]=2)[C@H:4]1[O:22][C:23]1[CH:28]=[CH:27][CH:26]=[CH:25][CH:24]=1.[OH:29][C:30]1[C:31]([C:38](O)=[O:39])=[N:32][CH:33]=[CH:34][C:35]=1[O:36][CH3:37].C(N(CC)C(C)C)(C)C.C1CN([P+](ON2N=NC3C=CC=CC2=3)(N2CCCC2)N2CCCC2)CC1.F[P-](F)(F)(F)(F)F. Given the product [OH:29][C:30]1[C:31]([C:38]([NH:13][C@H:9]2[CH2:8][CH2:7][CH2:6][C@H:5]([CH2:14][C:15]3[CH:16]=[CH:17][C:18]([CH3:21])=[CH:19][CH:20]=3)[C@@H:4]([O:22][C:23]3[CH:24]=[CH:25][CH:26]=[CH:27][CH:28]=3)[C@H:3]([CH3:2])[O:11][C:10]2=[O:12])=[O:39])=[N:32][CH:33]=[CH:34][C:35]=1[O:36][CH3:37], predict the reactants needed to synthesize it. (5) The reactants are: [CH2:1]([N:8]1[CH2:12][C@H:11]([CH2:13]OS(C)(=O)=O)[C@@H:10]([OH:19])[CH2:9]1)[C:2]1[CH:7]=[CH:6][CH:5]=[CH:4][CH:3]=1.[N-:20]=[N+:21]=[N-:22].[Na+]. Given the product [N:20]([CH2:13][C@@H:11]1[C@@H:10]([OH:19])[CH2:9][N:8]([CH2:1][C:2]2[CH:7]=[CH:6][CH:5]=[CH:4][CH:3]=2)[CH2:12]1)=[N+:21]=[N-:22], predict the reactants needed to synthesize it. (6) Given the product [F:24][CH:23]([F:25])[C:15]1[N:14]([C:4]2[N:3]=[C:2]([C:35]3[CH:36]=[CH:37][C:32]([O:31][CH2:30][CH2:29][CH2:28][N:27]([CH3:26])[CH3:47])=[N:33][CH:34]=3)[CH:7]=[C:6]([N:8]3[CH2:13][CH2:12][O:11][CH2:10][CH2:9]3)[N:5]=2)[C:18]2[CH:19]=[CH:20][CH:21]=[CH:22][C:17]=2[N:16]=1, predict the reactants needed to synthesize it. The reactants are: Cl[C:2]1[CH:7]=[C:6]([N:8]2[CH2:13][CH2:12][O:11][CH2:10][CH2:9]2)[N:5]=[C:4]([N:14]2[C:18]3[CH:19]=[CH:20][CH:21]=[CH:22][C:17]=3[N:16]=[C:15]2[CH:23]([F:25])[F:24])[N:3]=1.[CH3:26][N:27]([CH3:47])[CH2:28][CH2:29][CH2:30][O:31][C:32]1[CH:37]=[CH:36][C:35](B2OC(C)(C)C(C)(C)O2)=[CH:34][N:33]=1. (7) Given the product [S:29]([OH:32])(=[O:31])(=[O:30])[CH3:28].[CH3:1][C:2]1[N:3]=[C:4]2[C:9]([NH:10][CH2:11][C:12]3[C:17]([CH3:18])=[CH:16][CH:15]=[CH:14][C:13]=3[CH3:19])=[CH:8][C:7]([C:20]([NH:22][CH2:23][CH2:24][OH:25])=[O:21])=[CH:6][N:5]2[C:26]=1[CH3:27], predict the reactants needed to synthesize it. The reactants are: [CH3:1][C:2]1[N:3]=[C:4]2[C:9]([NH:10][CH2:11][C:12]3[C:17]([CH3:18])=[CH:16][CH:15]=[CH:14][C:13]=3[CH3:19])=[CH:8][C:7]([C:20]([NH:22][CH2:23][CH2:24][OH:25])=[O:21])=[CH:6][N:5]2[C:26]=1[CH3:27].[CH3:28][S:29]([OH:32])(=[O:31])=[O:30]. (8) Given the product [CH3:23][N:24]([CH2:1][CH:3]1[CH2:8][CH2:7][N:6]([C:9]2[CH:14]=[CH:13][C:12]([NH:15][C:16](=[O:22])[O:17][C:18]([CH3:21])([CH3:20])[CH3:19])=[CH:11][CH:10]=2)[CH2:5][CH2:4]1)[CH3:25], predict the reactants needed to synthesize it. The reactants are: [CH:1]([CH:3]1[CH2:8][CH2:7][N:6]([C:9]2[CH:14]=[CH:13][C:12]([NH:15][C:16](=[O:22])[O:17][C:18]([CH3:21])([CH3:20])[CH3:19])=[CH:11][CH:10]=2)[CH2:5][CH2:4]1)=O.[CH3:23][NH:24][CH3:25].C([BH3-])#N.[Na+]. (9) Given the product [C:1]([O:5][C:6]([N:8]1[CH2:13][CH2:12][N:11]([C:14]([C:16]2[C:20]3[CH:21]=[N:22][CH:23]=[CH:24][C:19]=3[N:18]([C:25]3[CH:30]=[CH:29][CH:28]=[CH:27][CH:26]=3)[C:17]=2[O:39][C:37]2[CH:38]=[C:33]([F:32])[CH:34]=[CH:35][C:36]=2[CH3:40])=[O:15])[CH2:10][CH2:9]1)=[O:7])([CH3:4])([CH3:3])[CH3:2], predict the reactants needed to synthesize it. The reactants are: [C:1]([O:5][C:6]([N:8]1[CH2:13][CH2:12][N:11]([C:14]([C:16]2[C:20]3[CH:21]=[N:22][CH:23]=[CH:24][C:19]=3[N:18]([C:25]3[CH:30]=[CH:29][CH:28]=[CH:27][CH:26]=3)[C:17]=2Cl)=[O:15])[CH2:10][CH2:9]1)=[O:7])([CH3:4])([CH3:3])[CH3:2].[F:32][C:33]1[CH:34]=[CH:35][C:36]([CH3:40])=[C:37]([OH:39])[CH:38]=1. (10) The reactants are: [Cl:1][C:2]1[C:9]([O:10][CH3:11])=[CH:8][C:5]([CH:6]=O)=[C:4](F)[CH:3]=1.[F:13][C:14]1[CH:19]=[CH:18][C:17]([NH:20][NH2:21])=[CH:16][CH:15]=1.C(=O)([O-])[O-].[Cs+].[Cs+]. Given the product [F:13][C:14]1[CH:19]=[CH:18][C:17]([N:20]2[C:4]3[C:5](=[CH:8][C:9]([O:10][CH3:11])=[C:2]([Cl:1])[CH:3]=3)[CH:6]=[N:21]2)=[CH:16][CH:15]=1, predict the reactants needed to synthesize it.